This data is from Experimentally validated miRNA-target interactions with 360,000+ pairs, plus equal number of negative samples. The task is: Binary Classification. Given a miRNA mature sequence and a target amino acid sequence, predict their likelihood of interaction. (1) The miRNA is hsa-miR-96-5p with sequence UUUGGCACUAGCACAUUUUUGCU. The protein sequence of the target gene is MAAAAGPGAALSPRPCDSDPATPGAQSPKDDNEDNSNDGTQPSKRRRMGSGDSSRSCETSSQDLGFSYYPAENLIEYKWPPDETGEYYMLQEQVSEYLGVTSFKRKYPDLERRDLSHKEKLYLRELNVITETQCTLGLTALRSDEVIDLMIKEYPAKHAEYSVILQEKERQRITDHYKEYSQMQQQNTQKVEASKVPEYIKKAAKKAAEFNSNLNRERMEERRAYFDLQTHVIQVPQGKYKVLPTERTKVSSYPVALIPGQFQEYYKRYSPDELRYLPLNTALYEPPLDPELPALDSDGD.... Result: 0 (no interaction). (2) The miRNA is mmu-miR-7054-5p with sequence UAGGAAGGUGGUUGGGCUGAGUACU. The protein sequence of the target gene is MWVSWAPGLWLLGLWATFGHGANTGAQCPPSQQEGLKLEHSSSLPANVTGFNLIHRLSLMKTSAIKKIRNPKGPLILRLGAAPVTQPTRRVFPRGLPEEFALVLTLLLKKHTHQKTWYLFQVTDANGYPQISLEVNSQERSLELRAQGQDGDFVSCIFPVPQLFDLRWHKLMLSVAGRVASVHVDCSSASSQPLGPRRPMRPVGHVFLGLDAEQGKPVSFDLQQVHIYCDPELVLEEGCCEILPAGCPPETSKARRDTQSNELIEINPQSEGKVYTRCFCLEEPQNSEVDAQLTGRISQK.... Result: 0 (no interaction).